Task: Predict the reactants needed to synthesize the given product.. Dataset: Full USPTO retrosynthesis dataset with 1.9M reactions from patents (1976-2016) (1) Given the product [F:21][C:20]([F:23])([F:22])[C:18]([C:10]1[C:11]2[C:16](=[C:15]([CH3:17])[CH:14]=[CH:13][CH:12]=2)[N:8]([CH2:7][CH2:6][N:1]2[CH:5]=[CH:4][N:3]=[CH:2]2)[CH:9]=1)=[O:19], predict the reactants needed to synthesize it. The reactants are: [N:1]1([CH2:6][CH2:7][N:8]2[C:16]3[C:11](=[CH:12][CH:13]=[CH:14][C:15]=3[CH3:17])[CH:10]=[CH:9]2)[CH:5]=[CH:4][N:3]=[CH:2]1.[C:18](O[C:18]([C:20]([F:23])([F:22])[F:21])=[O:19])([C:20]([F:23])([F:22])[F:21])=[O:19]. (2) Given the product [F:1][C:2]1[C:11]([CH2:12][CH2:13][C:14]([O:16][CH2:17][CH2:18][CH2:19][CH3:20])=[O:15])=[C:10]2[C:5]([CH:6]=[CH:7][C:8]([O:21][CH3:22])=[N:9]2)=[CH:4][CH:3]=1, predict the reactants needed to synthesize it. The reactants are: [F:1][C:2]1[C:11](/[CH:12]=[CH:13]/[C:14]([O:16][CH2:17][CH2:18][CH2:19][CH3:20])=[O:15])=[C:10]2[C:5]([CH:6]=[CH:7][C:8]([O:21][CH3:22])=[N:9]2)=[CH:4][CH:3]=1.[H][H]. (3) Given the product [C:52]([O:51][C:50](=[O:56])[CH2:49][N:8]([CH2:7][C:6](=[O:57])[O:5][C:1]([CH3:4])([CH3:3])[CH3:2])[CH2:9][CH2:10][N:11]1[CH2:12][CH2:13][NH:14][CH2:15][CH2:16][N:17]([CH2:20][CH2:21][N:22]([CH2:31][C:32]([O:33][C:34]([CH3:37])([CH3:36])[CH3:35])=[O:38])[CH2:23][C:24]([O:25][C:26]([CH3:29])([CH3:28])[CH3:27])=[O:30])[CH2:18][CH2:19]1)([CH3:53])([CH3:54])[CH3:55], predict the reactants needed to synthesize it. The reactants are: [C:1]([O:5][C:6](=[O:57])[CH2:7][N:8]([CH2:49][C:50](=[O:56])[O:51][C:52]([CH3:55])([CH3:54])[CH3:53])[CH2:9][CH2:10][N:11]1[CH2:19][CH2:18][N:17]([CH2:20][CH2:21][N:22]([CH2:31][C:32](=[O:38])[O:33][C:34]([CH3:37])([CH3:36])[CH3:35])[CH2:23][C:24](=[O:30])[O:25][C:26]([CH3:29])([CH3:28])[CH3:27])[CH2:16][CH2:15][N:14](C(OCC2C=CC=CC=2)=O)[CH2:13][CH2:12]1)([CH3:4])([CH3:3])[CH3:2].OCC1(OC[C@@H](O)[C@@H](O)[C@H]1O)O. (4) Given the product [O:1]=[C:2]1[CH:11]([C:12]([NH2:27])=[O:14])[CH2:10][C:9]2[C:4](=[CH:5][CH:6]=[C:7]([C:17]3[CH:18]=[CH:19][C:20]([C:23]([F:25])([F:24])[F:26])=[CH:21][CH:22]=3)[CH:8]=2)[NH:3]1, predict the reactants needed to synthesize it. The reactants are: [O:1]=[C:2]1[CH:11]([C:12]([O:14]CC)=O)[CH2:10][C:9]2[C:4](=[CH:5][CH:6]=[C:7]([C:17]3[CH:22]=[CH:21][C:20]([C:23]([F:26])([F:25])[F:24])=[CH:19][CH:18]=3)[CH:8]=2)[NH:3]1.[NH3:27].